This data is from Reaction yield outcomes from USPTO patents with 853,638 reactions. The task is: Predict the reaction yield, written as a fraction of the theoretical maximum amount of product (1.0 means a 100% yield; for example, 0.34 means a 34% yield). (1) The reactants are [Cl:1][C:2]1[CH:7]=[C:6]([N+]([O-])=O)[CH:5]=[CH:4][N:3]=1.[CH2:11]([O-:13])[CH3:12].[Na+].CC(=O)OCC. The catalyst is C1COCC1. The product is [Cl:1][C:2]1[CH:7]=[C:6]([O:13][CH2:11][CH3:12])[CH:5]=[CH:4][N:3]=1. The yield is 0.920. (2) The reactants are [CH:1]1[CH:6]=[N:5][CH:4]=[C:3]2[CH2:7][O:8][C:9]3[CH:10]=[C:11]([O:15][CH2:16][CH:17]([NH:22][C:23](=[O:29])[O:24][C:25]([CH3:28])([CH3:27])[CH3:26])[CH2:18][CH:19]([CH3:21])[CH3:20])[CH:12]=[CH:13][C:14]=3[C:2]=12.C1C(=O)N([Br:37])C(=O)C1. The catalyst is C(#N)C. The product is [Br:37][C:12]1[C:11]([O:15][CH2:16][C@@H:17]([NH:22][C:23](=[O:29])[O:24][C:25]([CH3:27])([CH3:26])[CH3:28])[CH2:18][CH:19]([CH3:21])[CH3:20])=[CH:10][C:9]2[O:8][CH2:7][C:3]3[C:2]([C:14]=2[CH:13]=1)=[CH:1][CH:6]=[N:5][CH:4]=3. The yield is 0.350. (3) The reactants are C(OC([N:8]1[CH2:13][CH2:12][CH:11]([NH:14][CH2:15][C:16]2[CH:21]=[C:20]([C:22]3[CH:27]=[CH:26][C:25]([O:28]COC)=[CH:24][CH:23]=3)[N:19]=[C:18]3[N:32](C4CCCCO4)[N:33]=[C:34]([CH3:35])[C:17]=23)[C:10]([CH3:43])([CH3:42])[CH2:9]1)=O)(C)(C)C.Cl. The catalyst is O1CCOCC1. The product is [CH3:42][C:10]1([CH3:43])[CH:11]([NH:14][CH2:15][C:16]2[CH:21]=[C:20]([C:22]3[CH:27]=[CH:26][C:25]([OH:28])=[CH:24][CH:23]=3)[N:19]=[C:18]3[NH:32][N:33]=[C:34]([CH3:35])[C:17]=23)[CH2:12][CH2:13][NH:8][CH2:9]1. The yield is 0.740. (4) The reactants are Br[C:2]1[CH:7]=[C:6]([F:8])[CH:5]=[C:4]([F:9])[CH:3]=1.CC(C1C=C(C(C)C)C(C2C=CC=CC=2P(C2CCCCC2)C2CCCCC2)=C(C(C)C)C=1)C.C(=O)([O-])[O-].[K+].[K+].[NH:50]1[CH2:55][CH2:54][O:53][CH2:52][CH2:51]1. The catalyst is O.CCOCC.C1C=CC(/C=C/C(/C=C/C2C=CC=CC=2)=O)=CC=1.C1C=CC(/C=C/C(/C=C/C2C=CC=CC=2)=O)=CC=1.C1C=CC(/C=C/C(/C=C/C2C=CC=CC=2)=O)=CC=1.[Pd].[Pd]. The product is [F:9][C:4]1[CH:3]=[C:2]([N:50]2[CH2:55][CH2:54][O:53][CH2:52][CH2:51]2)[CH:7]=[C:6]([F:8])[CH:5]=1. The yield is 0.300. (5) The reactants are Cl[C:2]1[C:11]([N:12]([CH:14]([CH3:16])[CH3:15])[CH3:13])=[N:10][C:9]2[C:4](=[CH:5][CH:6]=[C:7]([C:17]([O:19]C)=[O:18])[CH:8]=2)[N:3]=1.[NH:21]1[C:25]2[CH:26]=[CH:27][CH:28]=[CH:29][C:24]=2[N:23]=[CH:22]1.C(O[K])(C)=O. The catalyst is C1C=CC([P]([Pd]([P](C2C=CC=CC=2)(C2C=CC=CC=2)C2C=CC=CC=2)([P](C2C=CC=CC=2)(C2C=CC=CC=2)C2C=CC=CC=2)[P](C2C=CC=CC=2)(C2C=CC=CC=2)C2C=CC=CC=2)(C2C=CC=CC=2)C2C=CC=CC=2)=CC=1. The product is [N:21]1([C:2]2[C:11]([N:12]([CH:14]([CH3:16])[CH3:15])[CH3:13])=[N:10][C:9]3[C:4](=[CH:5][CH:6]=[C:7]([C:17]([OH:19])=[O:18])[CH:8]=3)[N:3]=2)[C:25]2[CH:26]=[CH:27][CH:28]=[CH:29][C:24]=2[N:23]=[CH:22]1. The yield is 0.0700. (6) The reactants are Cl[C:2]1[N:3]=[C:4]([CH3:13])[C:5]([C:9]([O:11][CH3:12])=[O:10])=[N:6][C:7]=1[Cl:8].CO.[C:16](=O)([O-])[O-:17].[K+].[K+]. No catalyst specified. The product is [Cl:8][C:7]1[N:6]=[C:5]([C:9]([O:11][CH3:12])=[O:10])[C:4]([CH3:13])=[N:3][C:2]=1[O:17][CH3:16]. The yield is 1.03.